From a dataset of Peptide-MHC class II binding affinity with 134,281 pairs from IEDB. Regression. Given a peptide amino acid sequence and an MHC pseudo amino acid sequence, predict their binding affinity value. This is MHC class II binding data. The peptide sequence is EKKYFAASQFEPLAA. The MHC is HLA-DQA10501-DQB10301 with pseudo-sequence HLA-DQA10501-DQB10301. The binding affinity (normalized) is 0.375.